Dataset: Forward reaction prediction with 1.9M reactions from USPTO patents (1976-2016). Task: Predict the product of the given reaction. (1) Given the reactants [N:1]1[C:2]([CH2:10][N:11]([CH:24]2[C:33]3[N:32]=[CH:31][CH:30]=[CH:29][C:28]=3[CH2:27][CH2:26][CH2:25]2)[CH2:12][CH2:13][CH2:14][CH2:15][NH:16]C(=O)OC(C)(C)C)=[CH:3][N:4]2[CH:9]=[CH:8][CH:7]=[CH:6][C:5]=12.[Cl:34]N1C(=O)CCC1=O.FC(F)(F)C(O)=O, predict the reaction product. The product is: [Cl:34][C:3]1[N:4]2[CH:9]=[CH:8][CH:7]=[CH:6][C:5]2=[N:1][C:2]=1[CH2:10][N:11]([CH:24]1[C:33]2[N:32]=[CH:31][CH:30]=[CH:29][C:28]=2[CH2:27][CH2:26][CH2:25]1)[CH2:12][CH2:13][CH2:14][CH2:15][NH2:16]. (2) Given the reactants Br[C:2]1[CH:3]=[C:4]2[C:9](=[CH:10][C:11]=1[O:12][CH2:13][C:14]1[CH:15]=[N:16][CH:17]=[CH:18][CH:19]=1)[N:8]=[C:7]([NH:20][C:21]1[CH:26]=[CH:25][CH:24]=[C:23]([CH2:27][N:28]3[CH2:33][CH2:32][O:31][CH2:30][CH2:29]3)[CH:22]=1)[N:6]=[CH:5]2.[CH2:34](N(CC)CC)[CH3:35].C[Si](C#C)(C)C.[F-].C[N+](C)(C)C, predict the reaction product. The product is: [C:34]([C:2]1[CH:3]=[C:4]2[C:9](=[CH:10][C:11]=1[O:12][CH2:13][C:14]1[CH:15]=[N:16][CH:17]=[CH:18][CH:19]=1)[N:8]=[C:7]([NH:20][C:21]1[CH:26]=[CH:25][CH:24]=[C:23]([CH2:27][N:28]3[CH2:33][CH2:32][O:31][CH2:30][CH2:29]3)[CH:22]=1)[N:6]=[CH:5]2)#[CH:35].